Predict the reaction yield, written as a fraction of the theoretical maximum amount of product (1.0 means a 100% yield; for example, 0.34 means a 34% yield). From a dataset of Reaction yield outcomes from USPTO patents with 853,638 reactions. The reactants are C(Cl)(=O)C(Cl)=O.[CH:7]1[C:19]2[CH:18]([CH2:20][O:21][C:22]([N:24]3[CH2:28][CH2:27][CH2:26][C@H:25]3[C:29]([OH:31])=[O:30])=[O:23])[C:17]3[C:12](=[CH:13][CH:14]=[CH:15][CH:16]=3)[C:11]=2[CH:10]=[CH:9][CH:8]=1.C(N(C(C)C)C(C)C)C.O[C@@H:42]([CH2:46][C:47]1[CH:52]=[CH:51][CH:50]=[CH:49][CH:48]=1)[C:43]([OH:45])=[O:44]. The catalyst is C(Cl)Cl.CN(C)C=O. The yield is 0.700. The product is [CH:16]1[C:17]2[CH:18]([CH2:20][O:21][C:22]([N:24]3[CH2:28][CH2:27][CH2:26][C@H:25]3[C:29]([O:31][C@@H:42]([CH2:46][C:47]3[CH:52]=[CH:51][CH:50]=[CH:49][CH:48]=3)[C:43]([OH:45])=[O:44])=[O:30])=[O:23])[C:19]3[C:11](=[CH:10][CH:9]=[CH:8][CH:7]=3)[C:12]=2[CH:13]=[CH:14][CH:15]=1.